Dataset: Forward reaction prediction with 1.9M reactions from USPTO patents (1976-2016). Task: Predict the product of the given reaction. (1) Given the reactants [BH4-].[Na+].[Cl:3][C:4]1[CH:12]=[C:11]2[C:7]([CH:8]=[CH:9][NH:10]2)=[CH:6][CH:5]=1, predict the reaction product. The product is: [Cl:3][C:4]1[CH:12]=[C:11]2[C:7]([CH2:8][CH2:9][NH:10]2)=[CH:6][CH:5]=1. (2) Given the reactants [CH3:1][O:2][C:3]1[CH:29]=[CH:28][C:6]2[N:7]([C:10]3[CH:19]=[CH:18][C:17]4[C:12](=[C:13](OS(C(F)(F)F)(=O)=O)[CH:14]=[CH:15][CH:16]=4)[N:11]=3)[CH:8]=[N:9][C:5]=2[CH:4]=1.[C:30]([O:34][C:35](=[O:43])[NH:36][CH:37]1[CH2:42][CH2:41][NH:40][CH2:39][CH2:38]1)([CH3:33])([CH3:32])[CH3:31].C([O-])([O-])=O.[Cs+].[Cs+].C1C=CC(P(C2C(C3C(P(C4C=CC=CC=4)C4C=CC=CC=4)=CC=C4C=3C=CC=C4)=C3C(C=CC=C3)=CC=2)C2C=CC=CC=2)=CC=1, predict the reaction product. The product is: [C:30]([O:34][C:35](=[O:43])[NH:36][CH:37]1[CH2:42][CH2:41][N:40]([C:17]2[CH:16]=[CH:15][CH:14]=[C:13]3[C:12]=2[N:11]=[C:10]([N:7]2[C:6]4[CH:28]=[CH:29][C:3]([O:2][CH3:1])=[CH:4][C:5]=4[N:9]=[CH:8]2)[CH:19]=[CH:18]3)[CH2:39][CH2:38]1)([CH3:33])([CH3:31])[CH3:32]. (3) Given the reactants Br[C:2]1[CH:3]=[CH:4][C:5](O)=[C:6]([C:8]2[CH:17]=[CH:16][C:15]3[C:10](=[CH:11][CH:12]=[C:13]([C:18]4[N:22]([CH:23]5[CH2:28][CH2:27][CH2:26][CH2:25][CH2:24]5)[C:21]5[CH:29]=[CH:30][C:31]([C:33]([OH:35])=[O:34])=[CH:32][C:20]=5[N:19]=4)[CH:14]=3)[N:9]=2)[CH:7]=1.[N:37]1(C2C=CC(C(=O)C)=CC=2)[CH2:42][CH2:41][O:40][CH2:39][CH2:38]1.[OH-].[K+], predict the reaction product. The product is: [CH:23]1([N:22]2[C:21]3[CH:29]=[CH:30][C:31]([C:33]([OH:35])=[O:34])=[CH:32][C:20]=3[N:19]=[C:18]2[C:13]2[CH:14]=[C:15]3[C:10](=[CH:11][CH:12]=2)[N:9]=[C:8]([C:6]2[CH:7]=[CH:2][C:3]([N:37]4[CH2:42][CH2:41][O:40][CH2:39][CH2:38]4)=[CH:4][CH:5]=2)[CH:17]=[CH:16]3)[CH2:24][CH2:25][CH2:26][CH2:27][CH2:28]1.